From a dataset of Catalyst prediction with 721,799 reactions and 888 catalyst types from USPTO. Predict which catalyst facilitates the given reaction. (1) Reactant: [Cl:1][C:2]1[CH:10]=[CH:9][C:5]([CH2:6][C:7]#[N:8])=[C:4]([CH3:11])[CH:3]=1.[Cl:12][C:13]1[C:14]([F:21])=[C:15]([CH:18]=[CH:19][CH:20]=1)[CH:16]=O.C[O-].[Na+]. Product: [Cl:12][C:13]1[C:14]([F:21])=[C:15](/[CH:16]=[C:6](/[C:5]2[CH:9]=[CH:10][C:2]([Cl:1])=[CH:3][C:4]=2[CH3:11])\[C:7]#[N:8])[CH:18]=[CH:19][CH:20]=1. The catalyst class is: 5. (2) Reactant: [CH2:1]([O:3][C:4](=[O:18])[CH:5]([O:16][CH3:17])[CH2:6][C:7]1[CH:12]=[CH:11][C:10]([OH:13])=[C:9]([O:14][CH3:15])[CH:8]=1)[CH3:2].Br[CH2:20][CH2:21][CH2:22][O:23][C:24]1[CH:29]=[CH:28][C:27]([C:30]2[CH:35]=[CH:34][CH:33]=[CH:32][CH:31]=2)=[CH:26][CH:25]=1.C(=O)([O-])[O-].[K+].[K+]. Product: [CH2:1]([O:3][C:4](=[O:18])[CH:5]([O:16][CH3:17])[CH2:6][C:7]1[CH:12]=[CH:11][C:10]([O:13][CH2:20][CH2:21][CH2:22][O:23][C:24]2[CH:29]=[CH:28][C:27]([C:30]3[CH:35]=[CH:34][CH:33]=[CH:32][CH:31]=3)=[CH:26][CH:25]=2)=[C:9]([O:14][CH3:15])[CH:8]=1)[CH3:2]. The catalyst class is: 647. (3) Reactant: [CH3:1][C:2]1[C:10]2[C:9](=[O:11])[CH2:8][C:7]([CH3:13])([CH3:12])[CH2:6][C:5]=2[NH:4][CH:3]=1.[Br:14][C:15]1[CH:22]=[C:21](F)[CH:20]=[CH:19][C:16]=1[C:17]#[N:18].[H-].[Na+].O. Product: [Br:14][C:15]1[CH:22]=[C:21]([N:4]2[C:5]3[CH2:6][C:7]([CH3:13])([CH3:12])[CH2:8][C:9](=[O:11])[C:10]=3[C:2]([CH3:1])=[CH:3]2)[CH:20]=[CH:19][C:16]=1[C:17]#[N:18]. The catalyst class is: 9. (4) Reactant: [H-].[Na+].[OH:3][CH2:4][C:5]1[N:9]([CH:10]2[CH2:15][CH2:14][N:13]([C:16]([O:18][C:19]([CH3:22])([CH3:21])[CH3:20])=[O:17])[CH2:12][CH2:11]2)[N:8]=[CH:7][CH:6]=1.[CH3:23]I. Product: [CH3:23][O:3][CH2:4][C:5]1[N:9]([CH:10]2[CH2:11][CH2:12][N:13]([C:16]([O:18][C:19]([CH3:22])([CH3:21])[CH3:20])=[O:17])[CH2:14][CH2:15]2)[N:8]=[CH:7][CH:6]=1. The catalyst class is: 1. (5) Reactant: [CH3:1][N:2]1[CH:6]=[C:5](B2OC(C)(C)C(C)(C)O2)[CH:4]=[N:3]1.[Br:16][C:17]1[CH:26]=[C:25]2[C:20]([N:21]=[CH:22][C:23](Cl)=[N:24]2)=[CH:19][CH:18]=1.C(=O)([O-])[O-].[Cs+].[Cs+].O. Product: [Br:16][C:17]1[CH:26]=[C:25]2[C:20]([N:21]=[CH:22][C:23]([C:5]3[CH:4]=[N:3][N:2]([CH3:1])[CH:6]=3)=[N:24]2)=[CH:19][CH:18]=1. The catalyst class is: 151. (6) Reactant: Cl[C:2]1[CH:7]=[C:6]([N:8]2[C:12]([CH3:13])=[N:11][C:10]([CH3:14])=[N:9]2)[N:5]=[C:4]([CH3:15])[N:3]=1.Cl.[NH:17]1[CH2:20][CH:19]([C:21]([O:23][CH3:24])=[O:22])[CH2:18]1.C(=O)([O-])[O-].[Cs+].[Cs+].IC.C(=O)(O)[O-].[Na+]. Product: [CH3:14][C:10]1[N:11]=[C:12]([CH3:13])[N:8]([C:6]2[N:5]=[C:4]([CH3:15])[N:3]=[C:2]([N:17]3[CH2:20][CH:19]([C:21]([O:23][CH3:24])=[O:22])[CH2:18]3)[CH:7]=2)[N:9]=1. The catalyst class is: 3. (7) Reactant: [C:1]([NH:5][C:6]1[N:11]=[C:10]([N:12]2[C:16]3[CH:17]=[CH:18][C:19]([NH2:21])=[CH:20][C:15]=3[N:14]=[CH:13]2)[CH:9]=[N:8][CH:7]=1)([CH3:4])([CH3:3])[CH3:2].C(N(CC)CC)C.CCN=C=NCCCN(C)C.Cl.[C:41](O)(=[O:44])[CH:42]=[CH2:43]. Product: [C:1]([NH:5][C:6]1[N:11]=[C:10]([N:12]2[C:16]3[CH:17]=[CH:18][C:19]([NH:21][C:41](=[O:44])[CH:42]=[CH2:43])=[CH:20][C:15]=3[N:14]=[CH:13]2)[CH:9]=[N:8][CH:7]=1)([CH3:4])([CH3:2])[CH3:3]. The catalyst class is: 46.